The task is: Predict the product of the given reaction.. This data is from Forward reaction prediction with 1.9M reactions from USPTO patents (1976-2016). (1) Given the reactants [Cl:1][C:2]1[C:3]([NH:22][C:23](=[O:31])[CH2:24][CH:25]2[CH2:30][CH2:29][CH2:28][CH2:27][CH2:26]2)=[C:4]2[C:9](=[CH:10][CH:11]=1)[N:8]=[C:7]([N:12]1[CH2:16][CH2:15][C@@H:14](OS(C)(=O)=O)[CH2:13]1)[CH:6]=[CH:5]2.[CH3:32][NH2:33], predict the reaction product. The product is: [Cl:1][C:2]1[C:3]([NH:22][C:23](=[O:31])[CH2:24][CH:25]2[CH2:30][CH2:29][CH2:28][CH2:27][CH2:26]2)=[C:4]2[C:9](=[CH:10][CH:11]=1)[N:8]=[C:7]([N:12]1[CH2:16][CH2:15][C@H:14]([NH:33][CH3:32])[CH2:13]1)[CH:6]=[CH:5]2. (2) Given the reactants Br[CH2:2][C:3]1[CH:37]=[CH:36][C:6]([C:7]([N:9]([CH3:35])[CH2:10][CH2:11][NH:12][S:13]([C:16]2[CH:21]=[C:20]([S:22]([C:25]3[CH:30]=[CH:29][CH:28]=[CH:27][CH:26]=3)(=[O:24])=[O:23])[CH:19]=[CH:18][C:17]=2[C:31]([F:34])([F:33])[F:32])(=[O:15])=[O:14])=[O:8])=[CH:5][CH:4]=1.[CH3:38][O:39][P:40]([O:43]C)[O:41][CH3:42], predict the reaction product. The product is: [CH3:35][N:9]([CH2:10][CH2:11][NH:12][S:13]([C:16]1[CH:21]=[C:20]([S:22]([C:25]2[CH:30]=[CH:29][CH:28]=[CH:27][CH:26]=2)(=[O:23])=[O:24])[CH:19]=[CH:18][C:17]=1[C:31]([F:34])([F:33])[F:32])(=[O:14])=[O:15])[C:7]([C:6]1[CH:36]=[CH:37][C:3]([CH2:2][P:40](=[O:43])([O:41][CH3:42])[O:39][CH3:38])=[CH:4][CH:5]=1)=[O:8].